Dataset: Full USPTO retrosynthesis dataset with 1.9M reactions from patents (1976-2016). Task: Predict the reactants needed to synthesize the given product. (1) Given the product [Br:1][CH2:2][C:3]([C:11]1[NH:6][CH:8]=[CH:9][CH:10]=1)=[O:4], predict the reactants needed to synthesize it. The reactants are: [Br:1][CH2:2][C:3](Br)=[O:4].[N:6]1[C:11](C)=[CH:10][CH:9]=[CH:8]C=1C. (2) Given the product [F:26][C:27]1([F:33])[CH2:32][CH2:31][N:30]([C:2]2[S:10][C:9]3[C:8]([N:11]4[CH2:16][CH2:15][N:14]([C:17]([O:19][C:20]([CH3:23])([CH3:22])[CH3:21])=[O:18])[C:13]([CH3:25])([CH3:24])[CH2:12]4)=[N:7][CH:6]=[N:5][C:4]=3[CH:3]=2)[CH2:29][CH2:28]1, predict the reactants needed to synthesize it. The reactants are: Br[C:2]1[S:10][C:9]2[C:8]([N:11]3[CH2:16][CH2:15][N:14]([C:17]([O:19][C:20]([CH3:23])([CH3:22])[CH3:21])=[O:18])[C:13]([CH3:25])([CH3:24])[CH2:12]3)=[N:7][CH:6]=[N:5][C:4]=2[CH:3]=1.[F:26][C:27]1([F:33])[CH2:32][CH2:31][NH:30][CH2:29][CH2:28]1.C1(C2C3C(=CC=CC=3)C=CC=2P(C2C=CC=CC=2)C2C=CC=CC=2)C2C(=CC=CC=2)C=CC=1P(C1C=CC=CC=1)C1C=CC=CC=1.C(=O)([O-])[O-].[Cs+].[Cs+]. (3) Given the product [CH:10]([C:8]1[CH:7]=[C:4]([CH:3]=[C:2]([C:16]([CH3:18])=[CH2:17])[CH:9]=1)[C:5]#[N:6])=[O:11], predict the reactants needed to synthesize it. The reactants are: Br[C:2]1[CH:3]=[C:4]([CH:7]=[C:8]([CH:10]=[O:11])[CH:9]=1)[C:5]#[N:6].B(F)(F)F.[C:16]([K])([CH3:18])=[CH2:17].C(N(CC)CC)C. (4) The reactants are: Br[C:2]1[CH:3]=[CH:4][C:5]([CH2:8][N:9]2[CH2:14][CH2:13][O:12][CH2:11][CH2:10]2)=[N:6][CH:7]=1.CC1(C)C(C)(C)OB(B2OC(C)(C)C(C)(C)O2)O1.CC([O-])=O.[K+].Br[C:39]1[CH:40]=[C:41]([C:58]([NH2:60])=[O:59])[C:42]2[NH:43][C:44]3[CH:45]=[C:46]([N:52]4[CH2:57][CH2:56][O:55][CH2:54][CH2:53]4)[CH:47]=[CH:48][C:49]=3[C:50]=2[N:51]=1.CC1(C)C(C)(C)OB(C2C=CC(CN3CCOCC3)=NC=2)O1.C([O-])([O-])=O.[Na+].[Na+].C(O)(C(F)(F)F)=O.N. Given the product [O:55]1[CH2:56][CH2:57][N:52]([C:46]2[CH:47]=[CH:48][C:49]3[C:50]4[N:51]=[C:39]([C:2]5[CH:7]=[N:6][C:5]([CH2:8][N:9]6[CH2:14][CH2:13][O:12][CH2:11][CH2:10]6)=[CH:4][CH:3]=5)[CH:40]=[C:41]([C:58]([NH2:60])=[O:59])[C:42]=4[NH:43][C:44]=3[CH:45]=2)[CH2:53][CH2:54]1, predict the reactants needed to synthesize it. (5) Given the product [CH3:54][O:55][C:56](=[O:63])[CH2:57][CH2:58][CH2:59][CH2:60][CH2:61][NH:62][C:30](=[O:31])[C@@H:19]([NH:18][C:1]([O:3][CH2:4][CH:5]1[C:17]2[CH:16]=[CH:15][CH:14]=[CH:13][C:12]=2[C:11]2[C:6]1=[CH:7][CH:8]=[CH:9][CH:10]=2)=[O:2])[CH2:20][C:21]1[C:29]2[C:24](=[CH:25][CH:26]=[CH:27][CH:28]=2)[NH:23][CH:22]=1, predict the reactants needed to synthesize it. The reactants are: [C:1]([NH:18][C@H:19]([C:30](O)=[O:31])[CH2:20][C:21]1[C:29]2[C:24](=[CH:25][CH:26]=[CH:27][CH:28]=2)[NH:23][CH:22]=1)([O:3][CH2:4][CH:5]1[C:17]2[C:12](=[CH:13][CH:14]=[CH:15][CH:16]=2)[C:11]2[C:6]1=[CH:7][CH:8]=[CH:9][CH:10]=2)=[O:2].C1C=C2N=NN(O)C2=CC=1.O.C(N=C=NC(C)C)(C)C.Cl.[CH3:54][O:55][C:56](=[O:63])[CH2:57][CH2:58][CH2:59][CH2:60][CH2:61][NH2:62].C(N(C(C)C)CC)(C)C. (6) Given the product [CH3:15][C@:16]1([OH:13])[C@@H:6]([OH:5])[CH2:7][C@@H:19]2[C:10]([CH3:12])([CH3:9])[C@H:17]1[CH2:18]2, predict the reactants needed to synthesize it. The reactants are: C[N+]1([O-])[CH2:7][CH2:6][O:5]CC1.[CH3:9][C:10]([CH3:12])=O.[OH2:13].N1[CH:19]=[CH:18][CH:17]=[CH:16][CH:15]=1.